Dataset: Reaction yield outcomes from USPTO patents with 853,638 reactions. Task: Predict the reaction yield, written as a fraction of the theoretical maximum amount of product (1.0 means a 100% yield; for example, 0.34 means a 34% yield). (1) The reactants are [OH:1][CH:2]1[C:27]2[C:19](=[CH:20][C:21]3[O:25][CH2:24][O:23][C:22]=3[CH:26]=2)[C:4]2([C:12]3[C:7](=[CH:8][CH:9]=[CH:10][CH:11]=3)[N:6]([CH2:13][CH2:14][CH2:15][CH2:16][CH3:17])[C:5]2=[O:18])[CH2:3]1.[H-].[Na+].I[CH3:31].O. The catalyst is C1COCC1. The product is [CH3:31][O:1][CH:2]1[C:27]2[C:19](=[CH:20][C:21]3[O:25][CH2:24][O:23][C:22]=3[CH:26]=2)[C:4]2([C:12]3[C:7](=[CH:8][CH:9]=[CH:10][CH:11]=3)[N:6]([CH2:13][CH2:14][CH2:15][CH2:16][CH3:17])[C:5]2=[O:18])[CH2:3]1. The yield is 0.570. (2) The reactants are [F:1][C:2]1[CH:7]=[C:6]([N+:8]([O-])=O)[CH:5]=[C:4]([F:11])[C:3]=1[N:12]1[CH2:17][CH2:16][CH:15]([C:18]2[CH:23]=[CH:22][CH:21]=[CH:20][CH:19]=2)[CH2:14][CH2:13]1.[Cl-].[NH4+].CCO.C1COCC1. The catalyst is [Fe].O. The product is [F:1][C:2]1[CH:7]=[C:6]([CH:5]=[C:4]([F:11])[C:3]=1[N:12]1[CH2:13][CH2:14][CH:15]([C:18]2[CH:23]=[CH:22][CH:21]=[CH:20][CH:19]=2)[CH2:16][CH2:17]1)[NH2:8]. The yield is 0.960.